This data is from Reaction yield outcomes from USPTO patents with 853,638 reactions. The task is: Predict the reaction yield, written as a fraction of the theoretical maximum amount of product (1.0 means a 100% yield; for example, 0.34 means a 34% yield). (1) The reactants are S(Cl)([Cl:3])=O.CN(C)C=O.[CH2:10]([O:17][C:18]1[CH:27]=[C:26]2[C:21]([C:22](=O)[CH:23]=[CH:24][NH:25]2)=[CH:20][C:19]=1[C:29]([O:31]C1C=CC=CC=1)=O)[C:11]1[CH:16]=[CH:15][CH:14]=[CH:13][CH:12]=1.[CH2:38]([NH2:40])[CH3:39]. The catalyst is O.C(OCC)(=O)C. The product is [CH2:38]([NH:40][C:29]([C:19]1[CH:20]=[C:21]2[C:26](=[CH:27][C:18]=1[O:17][CH2:10][C:11]1[CH:12]=[CH:13][CH:14]=[CH:15][CH:16]=1)[N:25]=[CH:24][CH:23]=[C:22]2[Cl:3])=[O:31])[CH3:39]. The yield is 0.340. (2) The reactants are [N:1]1[NH:2][C:3]([C:10]([OH:12])=O)=[C:4]2[CH2:9][O:8][CH2:7][CH2:6][C:5]=12.[NH2:13][C@@H:14]([CH3:31])[CH2:15][N:16]1[CH:20]=[CH:19][C:18]([C:21]2[CH:28]=[C:27]([F:29])[C:24]([C:25]#[N:26])=[C:23]([Cl:30])[CH:22]=2)=[N:17]1. No catalyst specified. The yield is 0.325. The product is [Cl:30][C:23]1[CH:22]=[C:21]([C:18]2[CH:19]=[CH:20][N:16]([CH2:15][C@@H:14]([NH:13][C:10]([C:3]3[NH:2][N:1]=[C:5]4[CH2:6][CH2:7][O:8][CH2:9][C:4]=34)=[O:12])[CH3:31])[N:17]=2)[CH:28]=[C:27]([F:29])[C:24]=1[C:25]#[N:26]. (3) The reactants are [CH3:1][O:2][CH2:3][O:4][C:5]1[CH:10]=[C:9]([O:11][CH2:12][O:13][CH3:14])[CH:8]=[CH:7][C:6]=1[CH:15]1[CH2:24][CH2:23][C:18]2(OCC[O:19]2)[CH2:17][CH2:16]1.Cl.C(=O)(O)[O-].[Na+]. The catalyst is CO. The product is [CH3:1][O:2][CH2:3][O:4][C:5]1[CH:10]=[C:9]([O:11][CH2:12][O:13][CH3:14])[CH:8]=[CH:7][C:6]=1[CH:15]1[CH2:24][CH2:23][C:18](=[O:19])[CH2:17][CH2:16]1. The yield is 0.600. (4) The reactants are CN(C(ON1N=NC2C=CC=NC1=2)=[N+](C)C)C.F[P-](F)(F)(F)(F)F.[NH2:25][CH2:26][C:27]1[C:28]([F:44])=[C:29]([O:34][C:35]2[CH:36]=[C:37]([CH:40]=[C:41]([Cl:43])[CH:42]=2)[C:38]#[N:39])[C:30]([Cl:33])=[CH:31][CH:32]=1.[CH3:45][S:46][CH2:47][CH2:48][O:49][C:50]1[CH:51]=[C:52]2[C:56](=[CH:57][CH:58]=1)[NH:55][C:54]([C:59](O)=[O:60])=[CH:53]2.CCN(C(C)C)C(C)C. The catalyst is CN(C=O)C.O.CCOC(C)=O. The product is [Cl:33][C:30]1[CH:31]=[CH:32][C:27]([CH2:26][NH:25][C:59]([C:54]2[NH:55][C:56]3[C:52]([CH:53]=2)=[CH:51][C:50]([O:49][CH2:48][CH2:47][S:46][CH3:45])=[CH:58][CH:57]=3)=[O:60])=[C:28]([F:44])[C:29]=1[O:34][C:35]1[CH:36]=[C:37]([C:38]#[N:39])[CH:40]=[C:41]([Cl:43])[CH:42]=1. The yield is 0.520. (5) The reactants are Cl[C:2]1[CH:7]=[CH:6][C:5]([S:8]([NH:11][C:12]2[CH:17]=[CH:16][CH:15]=[C:14]([Cl:18])[CH:13]=2)(=[O:10])=[O:9])=[CH:4][C:3]=1[N+:19]([O-:21])=[O:20].[CH3:22][N:23]1[CH2:28][CH2:27][NH:26][CH2:25][CH2:24]1.C([O-])([O-])=O.[K+].[K+]. The catalyst is CC#N. The product is [Cl:18][C:14]1[CH:13]=[C:12]([NH:11][S:8]([C:5]2[CH:6]=[CH:7][C:2]([N:26]3[CH2:27][CH2:28][N:23]([CH3:22])[CH2:24][CH2:25]3)=[C:3]([N+:19]([O-:21])=[O:20])[CH:4]=2)(=[O:10])=[O:9])[CH:17]=[CH:16][CH:15]=1. The yield is 0.850. (6) The reactants are [C:1](#[N:3])[CH3:2].C([Li])CCC.[CH2:9]([O:16][C:17]1[CH:25]=[CH:24][C:20]([C:21](Cl)=[O:22])=[C:19]([F:26])[CH:18]=1)[C:10]1[CH:15]=[CH:14][CH:13]=[CH:12][CH:11]=1.[Cl-].[NH4+]. The catalyst is C1COCC1. The product is [CH2:9]([O:16][C:17]1[CH:25]=[CH:24][C:20]([C:21](=[O:22])[CH2:2][C:1]#[N:3])=[C:19]([F:26])[CH:18]=1)[C:10]1[CH:11]=[CH:12][CH:13]=[CH:14][CH:15]=1. The yield is 0.790.